From a dataset of Full USPTO retrosynthesis dataset with 1.9M reactions from patents (1976-2016). Predict the reactants needed to synthesize the given product. (1) The reactants are: [CH3:1][O:2][C:3](=[O:30])[C:4]1[CH:9]=[C:8]([O:10][C:11]2[CH:16]=[CH:15][C:14]([NH2:17])=[C:13]([CH3:18])[CH:12]=2)[CH:7]=[CH:6][C:5]=1[NH:19][S:20]([C:23]1[CH:28]=[CH:27][C:26]([CH3:29])=[CH:25][CH:24]=1)(=[O:22])=[O:21].[C:31]1([CH3:41])[CH:36]=[CH:35][C:34]([S:37](Cl)(=[O:39])=[O:38])=[CH:33][CH:32]=1.N1C=CC=CC=1. Given the product [CH3:1][O:2][C:3](=[O:30])[C:4]1[CH:9]=[C:8]([O:10][C:11]2[CH:16]=[CH:15][C:14]([NH:17][S:37]([C:34]3[CH:35]=[CH:36][C:31]([CH3:41])=[CH:32][CH:33]=3)(=[O:39])=[O:38])=[C:13]([CH3:18])[CH:12]=2)[CH:7]=[CH:6][C:5]=1[NH:19][S:20]([C:23]1[CH:24]=[CH:25][C:26]([CH3:29])=[CH:27][CH:28]=1)(=[O:22])=[O:21], predict the reactants needed to synthesize it. (2) Given the product [CH3:23][C@H:22]1[CH2:21][CH2:20][N:11]([CH:12]([C:14]2[CH:19]=[CH:18][CH:17]=[CH:16][CH:15]=2)[CH3:13])[C@H:10]1[C:9]([O:8][CH2:1][C:2]1[CH:3]=[CH:4][CH:5]=[CH:6][CH:7]=1)=[O:24], predict the reactants needed to synthesize it. The reactants are: [CH2:1]([O:8][C:9](=[O:24])[CH2:10][N:11]([CH2:20][CH2:21][CH:22]=[CH2:23])[C@@H:12]([C:14]1[CH:19]=[CH:18][CH:17]=[CH:16][CH:15]=1)[CH3:13])[C:2]1[CH:7]=[CH:6][CH:5]=[CH:4][CH:3]=1.[Li+].CC([N-]C(C)C)C. (3) Given the product [CH2:12]([N:14]([CH2:15][CH3:16])[CH2:7][C:6]1[CH:5]=[CH:4][C:3]([N+:9]([O-:11])=[O:10])=[CH:2][CH:1]=1)[CH3:13], predict the reactants needed to synthesize it. The reactants are: [CH:1]1[C:6]([CH2:7]Br)=[CH:5][CH:4]=[C:3]([N+:9]([O-:11])=[O:10])[CH:2]=1.[CH2:12]([NH:14][CH2:15][CH3:16])[CH3:13]. (4) The reactants are: [CH3:1][C:2]1[CH:7]=[C:6]([N:8]2[CH2:12][CH2:11][CH:10]([N:13]3[CH2:17][CH2:16][CH2:15][CH:14]3[CH3:18])[CH2:9]2)[CH:5]=[CH:4][C:3]=1[NH2:19].[CH3:20][O:21][C:22]1[CH:23]=[C:24]2[C:28](=[CH:29][CH:30]=1)[NH:27][C:26]([C:31](O)=[O:32])=[CH:25]2. Given the product [CH3:1][C:2]1[CH:7]=[C:6]([N:8]2[CH2:12][CH2:11][CH:10]([N:13]3[CH2:17][CH2:16][CH2:15][CH:14]3[CH3:18])[CH2:9]2)[CH:5]=[CH:4][C:3]=1[NH:19][C:31]([C:26]1[NH:27][C:28]2[C:24]([CH:25]=1)=[CH:23][C:22]([O:21][CH3:20])=[CH:30][CH:29]=2)=[O:32], predict the reactants needed to synthesize it. (5) Given the product [C:2]1([CH:1]=[CH:30][C:29]2[CH:32]=[CH:33][C:34]([N+:35]([O-:37])=[O:36])=[C:27]([OH:26])[CH:28]=2)[CH:7]=[CH:6][CH:5]=[CH:4][CH:3]=1, predict the reactants needed to synthesize it. The reactants are: [CH:1](=O)[C:2]1[CH:7]=[CH:6][CH:5]=[CH:4][CH:3]=1.C(O)C1C=CC=CC=1.C(Br)C1C=CC=CC=1.[PH4+].[OH:26][C:27]1[CH:28]=[C:29]([CH:32]=[CH:33][C:34]=1[N+:35]([O-:37])=[O:36])[CH:30]=O.